Predict the reactants needed to synthesize the given product. From a dataset of Full USPTO retrosynthesis dataset with 1.9M reactions from patents (1976-2016). (1) Given the product [OH:1][C:2]1[CH:3]=[C:4]([CH:5]=[C:14]2[C:15](=[O:17])[O:16][C:11]([CH3:19])([CH3:10])[O:12][C:13]2=[O:18])[CH:7]=[CH:8][CH:9]=1, predict the reactants needed to synthesize it. The reactants are: [OH:1][C:2]1[CH:3]=[C:4]([CH:7]=[CH:8][CH:9]=1)[CH:5]=O.[CH3:10][C:11]1([CH3:19])[O:16][C:15](=[O:17])[CH2:14][C:13](=[O:18])[O:12]1. (2) Given the product [C:64]([NH:8][C@:7]([CH3:25])([C:6]([O:5][CH2:1][CH:2]([CH3:4])[CH3:3])=[O:11])[CH2:9][S:10][CH2:12][CH2:13][NH2:14])([O:63][C:59]([CH3:60])([CH3:61])[CH3:62])=[O:65], predict the reactants needed to synthesize it. The reactants are: [CH2:1]([O:5][C:6](=[O:11])[C@H:7]([CH2:9][SH:10])[NH2:8])[CH:2]([CH3:4])[CH3:3].[CH3:12][C@@:13](C(O)=O)(CS)[NH2:14].S([O-])([O-])(=O)=O.[CH2:25]([N+](CCCC)(CCCC)CCCC)CCC.C([N+](CCCC)(CCCC)CCCC)CCC.[C:59]([O:63][C:64](NCCBr)=[O:65])([CH3:62])([CH3:61])[CH3:60]. (3) Given the product [Cl:1][C:2]1[CH:7]=[CH:6][C:5]2[NH:8][C:9](=[O:10])[O:32][C@:22]([C:27]#[C:28][CH:29]3[CH2:31][CH2:30]3)([C:23]([F:24])([F:25])[F:26])[C:4]=2[CH:3]=1, predict the reactants needed to synthesize it. The reactants are: [Cl:1][C:2]1[CH:7]=[CH:6][C:5]([NH:8][C:9]([C@@]23C(C)(C)[C@@](C)(CC2)C(=O)O3)=[O:10])=[C:4]([C@@:22]([OH:32])([C:27]#[C:28][CH:29]2[CH2:31][CH2:30]2)[C:23]([F:26])([F:25])[F:24])[CH:3]=1.[OH-].[Na+].ClC(OC1C=CC([N+]([O-])=O)=CC=1)=O. (4) Given the product [CH2:79]([N:43]([CH2:39][CH2:40][CH2:41][CH3:42])[C:44]([C:46]1[N:47]=[C:48]([C:59]2[CH:68]=[CH:67][C:62]([C:63]([O:65][CH3:66])=[O:64])=[CH:61][C:60]=2[C:69]([O:71][CH2:72][C:73]2[CH:74]=[CH:75][CH:76]=[CH:77][CH:78]=2)=[O:70])[NH:49][CH:50]=1)=[O:45])[CH2:80][CH2:81][CH3:82], predict the reactants needed to synthesize it. The reactants are: C(N(CCCC)C(C1N=C(C2C=CC(C(OC)=O)=CC=2C(N2CCC3C(=CC=CC=3)C2)=O)NC=1)=O)CCC.[CH2:39]([N:43]([CH2:79][CH2:80][CH2:81][CH3:82])[C:44]([C:46]1[N:47]=[C:48]([C:59]2[CH:68]=[CH:67][C:62]([C:63]([O:65][CH3:66])=[O:64])=[CH:61][C:60]=2[C:69]([O:71][CH2:72][C:73]2[CH:78]=[CH:77][CH:76]=[CH:75][CH:74]=2)=[O:70])[N:49](COCC[Si](C)(C)C)[CH:50]=1)=[O:45])[CH2:40][CH2:41][CH3:42]. (5) Given the product [NH2:9][C:7]1[CH:6]=[CH:5][C:4]([N:12]=[CH:13][N:14]([CH3:15])[CH3:16])=[C:3]([C:1]#[N:2])[CH:8]=1, predict the reactants needed to synthesize it. The reactants are: [C:1]([C:3]1[CH:8]=[C:7]([N+:9]([O-])=O)[CH:6]=[CH:5][C:4]=1[N:12]=[CH:13][N:14]([CH3:16])[CH3:15])#[N:2].C1CCCCC=1. (6) Given the product [CH3:44][C:43]1([CH3:47])[O:28][CH2:27][C@@H:11]([CH2:12][C@H:13]2[CH2:17][O:16][C:15]([CH3:19])([CH3:18])[N:14]2[C:20]([O:22][C:23]([CH3:25])([CH3:26])[CH3:24])=[O:21])[CH2:10][CH2:9]1, predict the reactants needed to synthesize it. The reactants are: C1(OC(=O)[CH2:9][CH2:10][C@@H:11]([CH2:27][O:28]S(C2C=CC(C)=CC=2)(=O)=O)[CH2:12][C@H:13]2[CH2:17][O:16][C:15]([CH3:19])([CH3:18])[N:14]2[C:20]([O:22][C:23]([CH3:26])([CH3:25])[CH3:24])=[O:21])CCCCC1.C[Mg]Br.[CH2:43]1[CH2:47]OC[CH2:44]1.